From a dataset of Catalyst prediction with 721,799 reactions and 888 catalyst types from USPTO. Predict which catalyst facilitates the given reaction. (1) Reactant: Cl[C:2]1[N:3]([CH2:10][C@@:11]([CH3:27])([OH:26])[CH2:12][N:13]2[CH2:18][CH2:17][N:16]([C:19]3[CH:24]=[CH:23][C:22]([Cl:25])=[CH:21][CH:20]=3)[CH2:15][CH2:14]2)[CH:4]=[C:5]([N+:7]([O-:9])=[O:8])[N:6]=1.[H-].[Na+].C(OCC)(=O)C. The catalyst class is: 3. Product: [Cl:25][C:22]1[CH:23]=[CH:24][C:19]([N:16]2[CH2:17][CH2:18][N:13]([CH2:12][C@:11]3([CH3:27])[O:26][C:2]4=[N:6][C:5]([N+:7]([O-:9])=[O:8])=[CH:4][N:3]4[CH2:10]3)[CH2:14][CH2:15]2)=[CH:20][CH:21]=1. (2) Reactant: C([O:3][C:4]([C@H:6]1[N:10]2[C:11](=[O:21])[C:12]([NH:16][CH:17]3[CH2:20][CH2:19][CH2:18]3)=[N:13][C:14]([Cl:15])=[C:9]2[C@H:8]([CH2:22][CH2:23][CH2:24][C:25]2[CH:30]=[CH:29][CH:28]=[CH:27][CH:26]=2)[CH2:7]1)=[O:5])C.[Li+].[OH-].C(O)(=O)CC(CC(O)=O)(C(O)=O)O. Product: [Cl:15][C:14]1[N:13]=[C:12]([NH:16][CH:17]2[CH2:18][CH2:19][CH2:20]2)[C:11](=[O:21])[N:10]2[C@H:6]([C:4]([OH:5])=[O:3])[CH2:7][C@@H:8]([CH2:22][CH2:23][CH2:24][C:25]3[CH:30]=[CH:29][CH:28]=[CH:27][CH:26]=3)[C:9]=12. The catalyst class is: 5.